From a dataset of Full USPTO retrosynthesis dataset with 1.9M reactions from patents (1976-2016). Predict the reactants needed to synthesize the given product. (1) Given the product [F:73][C:68]1([F:72])[C:67]2[N:63]([CH2:62][C:61]([NH:60][C@H:50]([C:49]3[N:48]=[C:47]([C:79]#[C:80][C:81]4[NH:85][C:84]([CH:86]5[CH2:90][CH2:89][CH2:88][N:87]5[C:91]([O:93][C:94]([CH3:97])([CH3:95])[CH3:96])=[O:92])=[N:83][CH:82]=4)[CH:46]=[CH:45][C:44]=3[C:24]3[CH:25]=[C:26]4[C:30](=[CH:31][CH:32]=3)[CH2:29][NH:28][C:27]4=[O:33])[CH2:51][C:52]3[CH:53]=[C:54]([F:59])[CH:55]=[C:56]([F:58])[CH:57]=3)=[O:78])[N:64]=[C:65]([C:74]([F:77])([F:76])[F:75])[C:66]=2[C@H:70]2[CH2:71][C@@H:69]12, predict the reactants needed to synthesize it. The reactants are: C(OC(=O)N[C@H](C1C([C:24]2[CH:25]=[C:26]3[C:30](=[CH:31][CH:32]=2)[CH2:29][NH:28][C:27]3=[O:33])=CC=C(C#CC2C=NC=NC=2)N=1)CC1C=C(F)C=C(F)C=1)(C)(C)C.Br[C:44]1[CH:45]=[CH:46][C:47]([C:79]#[C:80][C:81]2[NH:85][C:84]([CH:86]3[CH2:90][CH2:89][CH2:88][N:87]3[C:91]([O:93][C:94]([CH3:97])([CH3:96])[CH3:95])=[O:92])=[N:83][CH:82]=2)=[N:48][C:49]=1[C@@H:50]([NH:60][C:61](=[O:78])[CH2:62][N:63]1[C:67]2[C:68]([F:73])([F:72])[C@@H:69]3[CH2:71][C@@H:70]3[C:66]=2[C:65]([C:74]([F:77])([F:76])[F:75])=[N:64]1)[CH2:51][C:52]1[CH:57]=[C:56]([F:58])[CH:55]=[C:54]([F:59])[CH:53]=1.CC1(C)C(C)(C)OB(C2C=C3C(CNC3=O)=CC=2)O1. (2) Given the product [CH:40]1([NH:41][C:17]([C:14]2[CH:15]=[CH:16][C:11]3[N:12]([C:8]([C:6]4[CH:5]=[CH:4][N:3]=[C:2]([NH2:1])[N:7]=4)=[C:9]([C:20]4[CH:25]=[CH:24][CH:23]=[C:22]([CH3:26])[N:21]=4)[N:10]=3)[CH:13]=2)=[O:19])[CH2:38][CH2:39]1, predict the reactants needed to synthesize it. The reactants are: [NH2:1][C:2]1[N:7]=[C:6]([C:8]2[N:12]3[CH:13]=[C:14]([C:17]([OH:19])=O)[CH:15]=[CH:16][C:11]3=[N:10][C:9]=2[C:20]2[CH:25]=[CH:24][CH:23]=[C:22]([CH3:26])[N:21]=2)[CH:5]=[CH:4][N:3]=1.CN(C(ON1N=NC2[CH:38]=[CH:39][CH:40]=[N:41]C1=2)=[N+](C)C)C.F[P-](F)(F)(F)(F)F.CCN(C(C)C)C(C)C.C1(N)CC1. (3) Given the product [Cl:1][C:2]1[CH:3]=[CH:4][C:5]([C@H:8]2[C@H:13]([C:14]([NH:29][CH3:28])=[O:16])[NH:12][C:11](=[O:17])[C:10]3[S:18][C:19]([C:21]4[CH:26]=[CH:25][N:24]=[C:23]([CH3:27])[CH:22]=4)=[CH:20][C:9]2=3)=[CH:6][CH:7]=1, predict the reactants needed to synthesize it. The reactants are: [Cl:1][C:2]1[CH:7]=[CH:6][C:5]([C@H:8]2[C@H:13]([C:14]([OH:16])=O)[NH:12][C:11](=[O:17])[C:10]3[S:18][C:19]([C:21]4[CH:26]=[CH:25][N:24]=[C:23]([CH3:27])[CH:22]=4)=[CH:20][C:9]2=3)=[CH:4][CH:3]=1.[CH3:28][N:29](C(ON1N=NC2C=CC=NC1=2)=[N+](C)C)C.F[P-](F)(F)(F)(F)F.CN(C)C=O.CN.O1CCCC1.C(N(CC)C(C)C)(C)C. (4) Given the product [CH3:12][O:11][C:7]1[CH:6]=[C:5]([C:13]2([CH2:18][NH:19][C:29]([C:21]3[O:20][C:24]4[CH:25]=[CH:26][CH:27]=[CH:28][C:23]=4[CH:22]=3)=[O:30])[CH2:14][CH2:15][CH2:16][CH2:17]2)[CH:4]=[C:3]([O:2][CH3:1])[C:8]=1[O:9][CH3:10], predict the reactants needed to synthesize it. The reactants are: [CH3:1][O:2][C:3]1[CH:4]=[C:5]([C:13]2([CH2:18][NH2:19])[CH2:17][CH2:16][CH2:15][CH2:14]2)[CH:6]=[C:7]([O:11][CH3:12])[C:8]=1[O:9][CH3:10].[O:20]1[C:24]2[CH:25]=[CH:26][CH:27]=[CH:28][C:23]=2[CH:22]=[C:21]1[C:29](Cl)=[O:30].C(N(CC)CC)C.